Dataset: Forward reaction prediction with 1.9M reactions from USPTO patents (1976-2016). Task: Predict the product of the given reaction. (1) Given the reactants [C:1]([C:4]1[CH:5]=[C:6]2[C:11](=[CH:12][CH:13]=1)[NH:10][CH:9]([C:14]1[CH:19]=[C:18]([O:20][CH3:21])[C:17]([OH:22])=[CH:16][C:15]=1[C:23]1[CH:28]=[CH:27][C:26]([C:29]([OH:31])=O)=[CH:25][CH:24]=1)[CH:8]1[CH2:32][C:33]3[C:38]([CH:7]21)=[CH:37][CH:36]=[CH:35][CH:34]=3)(=[NH:3])[NH2:2].CN(C(ON1N=NC2C=CC=NC1=2)=[N+](C)C)C.F[P-](F)(F)(F)(F)F.C(N(CC)C(C)C)(C)C.[CH2:72]([NH2:76])[CH:73]([CH3:75])[CH3:74], predict the reaction product. The product is: [CH2:72]([NH:76][C:29]([C:26]1[CH:25]=[CH:24][C:23]([C:15]2[CH:16]=[C:17]([OH:22])[C:18]([O:20][CH3:21])=[CH:19][C:14]=2[CH:9]2[CH:8]3[CH2:32][C:33]4[C:38]([CH:7]3[C:6]3[C:11](=[CH:12][CH:13]=[C:4]([C:1](=[NH:3])[NH2:2])[CH:5]=3)[NH:10]2)=[CH:37][CH:36]=[CH:35][CH:34]=4)=[CH:28][CH:27]=1)=[O:31])[CH:73]([CH3:75])[CH3:74]. (2) Given the reactants [C:1]([O:5][C:6](=[O:29])[C@H:7]([CH2:18][CH:19]([CH:27]=O)[C:20]([O:22][C:23]([CH3:26])([CH3:25])[CH3:24])=[O:21])[NH:8][C:9]([O:11][C:12]1[CH:17]=[CH:16][CH:15]=[CH:14][CH:13]=1)=[O:10])([CH3:4])([CH3:3])[CH3:2].[CH3:30][NH2:31].C1COCC1, predict the reaction product. The product is: [C:1]([O:5][C:6](=[O:29])[C@H:7]([CH2:18][CH:19]([CH2:27][NH:31][CH3:30])[C:20]([O:22][C:23]([CH3:26])([CH3:25])[CH3:24])=[O:21])[NH:8][C:9]([O:11][C:12]1[CH:17]=[CH:16][CH:15]=[CH:14][CH:13]=1)=[O:10])([CH3:4])([CH3:3])[CH3:2]. (3) Given the reactants [Cl:1][C:2]1[CH:9]=[C:6]([CH:7]=[O:8])[C:5]([OH:10])=[CH:4][CH:3]=1.[CH3:11][C:12]1([CH3:25])[CH2:17][CH:16](OS(C)(=O)=O)[CH2:15][C:14]([CH3:24])([CH3:23])[O:13]1.C([O-])([O-])=O.[K+].[K+], predict the reaction product. The product is: [Cl:1][C:2]1[CH:3]=[CH:4][C:5]([O:10][CH:16]2[CH2:15][C:14]([CH3:24])([CH3:23])[O:13][C:12]([CH3:25])([CH3:11])[CH2:17]2)=[C:6]([CH:9]=1)[CH:7]=[O:8]. (4) Given the reactants [C:1](Cl)(=[O:3])[CH3:2].[OH:5][CH2:6][C:7]1[C:8]2[N:9]([N:13]=[C:14]([C:16](O)=[O:17])[CH:15]=2)[CH:10]=[CH:11][CH:12]=1.C([O-])(O)=O.[Na+], predict the reaction product. The product is: [CH2:1]([O:3][C:16]([C:14]1[CH:15]=[C:8]2[C:7]([CH2:6][OH:5])=[CH:12][CH:11]=[CH:10][N:9]2[N:13]=1)=[O:17])[CH3:2]. (5) Given the reactants [NH:1]1[CH2:6][CH2:5][CH:4]([NH:7][C:8](=[O:14])[O:9][C:10]([CH3:13])([CH3:12])[CH3:11])[CH2:3][CH2:2]1.C(=O)(O)[O-].[Na+].[C:20](Cl)(=[O:32])[O:21][CH2:22][C:23]1[CH:28]=[C:27]([C:29]#[N:30])[CH:26]=[C:25]([Cl:31])[CH:24]=1, predict the reaction product. The product is: [C:10]([O:9][C:8]([NH:7][CH:4]1[CH2:3][CH2:2][N:1]([C:20]([O:21][CH2:22][C:23]2[CH:28]=[C:27]([C:29]#[N:30])[CH:26]=[C:25]([Cl:31])[CH:24]=2)=[O:32])[CH2:6][CH2:5]1)=[O:14])([CH3:11])([CH3:13])[CH3:12].